From a dataset of Full USPTO retrosynthesis dataset with 1.9M reactions from patents (1976-2016). Predict the reactants needed to synthesize the given product. (1) Given the product [CH3:37][C:13]1[CH:12]=[CH:11][C:10]([S:7]([C:1]2[CH:6]=[CH:5][CH:4]=[CH:3][CH:2]=2)(=[O:9])=[O:8])=[CH:15][C:14]=1[S:16]([NH:19][CH:20]1[CH2:25][CH2:24][S:23][CH2:22][CH2:21]1)(=[O:17])=[O:18], predict the reactants needed to synthesize it. The reactants are: [C:1]1([S:7]([C:10]2[CH:11]=[CH:12][C:13]([CH3:37])=[C:14]([S:16]([N:19](CC3C=CC(OC)=CC=3OC)[CH:20]3[CH2:25][CH2:24][S:23][CH2:22][CH2:21]3)(=[O:18])=[O:17])[CH:15]=2)(=[O:9])=[O:8])[CH:6]=[CH:5][CH:4]=[CH:3][CH:2]=1. (2) Given the product [CH3:12][O:11][C:9]([C:7]1[N:6]([CH2:14][C:15]2[C:24]3[C:19](=[CH:20][CH:21]=[C:22]([F:25])[CH:23]=3)[CH:18]=[CH:17][CH:16]=2)[C:5]2[S:1][CH:2]=[CH:3][C:4]=2[CH:8]=1)=[O:10], predict the reactants needed to synthesize it. The reactants are: [S:1]1[C:5]2[NH:6][C:7]([C:9]([O:11][CH3:12])=[O:10])=[CH:8][C:4]=2[CH:3]=[CH:2]1.Br[CH2:14][C:15]1[C:24]2[C:19](=[CH:20][CH:21]=[C:22]([F:25])[CH:23]=2)[CH:18]=[CH:17][CH:16]=1. (3) Given the product [Si:1]([O:8][C:9]1[CH:10]=[C:11]([C:15]2[N:16]=[C:17]([N:34]3[CH2:35][CH2:36][O:37][CH2:38][CH2:39]3)[C:18]3[S:23][C:22]([CH2:24][CH2:25][NH2:26])=[CH:21][C:19]=3[N:20]=2)[CH:12]=[CH:13][CH:14]=1)([C:4]([CH3:6])([CH3:7])[CH3:5])([CH3:3])[CH3:2], predict the reactants needed to synthesize it. The reactants are: [Si:1]([O:8][C:9]1[CH:10]=[C:11]([C:15]2[N:16]=[C:17]([N:34]3[CH2:39][CH2:38][O:37][CH2:36][CH2:35]3)[C:18]3[S:23][C:22]([CH2:24][CH2:25][NH:26]C(=O)OC(C)(C)C)=[CH:21][C:19]=3[N:20]=2)[CH:12]=[CH:13][CH:14]=1)([C:4]([CH3:7])([CH3:6])[CH3:5])([CH3:3])[CH3:2].C(Cl)Cl.CO. (4) Given the product [CH2:21]([O:28][CH2:29][C:30]1([CH2:33][N:34]2[C:38]([C:39]3[CH:44]=[CH:43][C:42]([F:45])=[CH:41][CH:40]=3)=[C:37]([C:9]3[CH:10]=[CH:11][C:12]4[O:17][CH2:16][C:15](=[O:18])[NH:14][C:13]=4[CH:19]=3)[C:36]([CH3:47])=[N:35]2)[CH2:32][CH2:31]1)[C:22]1[CH:27]=[CH:26][CH:25]=[CH:24][CH:23]=1, predict the reactants needed to synthesize it. The reactants are: CC1(C)C(C)(C)OB([C:9]2[CH:10]=[CH:11][C:12]3[O:17][CH2:16][C:15](=[O:18])[NH:14][C:13]=3[CH:19]=2)O1.[CH2:21]([O:28][CH2:29][C:30]1([CH2:33][N:34]2[C:38]([C:39]3[CH:44]=[CH:43][C:42]([F:45])=[CH:41][CH:40]=3)=[C:37](Br)[C:36]([CH3:47])=[N:35]2)[CH2:32][CH2:31]1)[C:22]1[CH:27]=[CH:26][CH:25]=[CH:24][CH:23]=1.C(=O)([O-])[O-].[Cs+].[Cs+].